Dataset: Peptide-MHC class II binding affinity with 134,281 pairs from IEDB. Task: Regression. Given a peptide amino acid sequence and an MHC pseudo amino acid sequence, predict their binding affinity value. This is MHC class II binding data. (1) The peptide sequence is NSLLFIPDIKLAIDN. The MHC is HLA-DQA10501-DQB10201 with pseudo-sequence HLA-DQA10501-DQB10201. The binding affinity (normalized) is 0.231. (2) The peptide sequence is FFHMNIYECKGVTVK. The MHC is HLA-DPA10301-DPB10402 with pseudo-sequence HLA-DPA10301-DPB10402. The binding affinity (normalized) is 0.319.